From a dataset of Reaction yield outcomes from USPTO patents with 853,638 reactions. Predict the reaction yield, written as a fraction of the theoretical maximum amount of product (1.0 means a 100% yield; for example, 0.34 means a 34% yield). (1) The reactants are [CH3:1][CH:2]1[CH2:7][CH2:6][CH2:5][CH:4]([CH2:8][C:9]([OH:11])=O)[CH2:3]1.C1N=CN(C(N2C=NC=C2)=O)C=1.Cl.[NH2:25][CH2:26][C:27]([NH2:29])=[O:28]. The catalyst is C(OCC)(=O)C. The product is [NH2:29][C:27](=[O:28])[CH2:26][NH:25][C:9](=[O:11])[CH2:8][CH:4]1[CH2:5][CH2:6][CH2:7][CH:2]([CH3:1])[CH2:3]1. The yield is 0.490. (2) The reactants are [CH3:1][C:2]1[CH:10]=[C:9]2[C:5]([CH2:6][CH2:7][C:8]2=[O:11])=[CH:4][CH:3]=1.Cl.O1CCOCC1.[N:19](OCCC(C)C)=[O:20]. The catalyst is C(O)C. The product is [CH3:1][C:2]1[CH:10]=[C:9]2[C:5]([CH2:6][C:7](=[N:19][OH:20])[C:8]2=[O:11])=[CH:4][CH:3]=1. The yield is 0.890.